Dataset: Full USPTO retrosynthesis dataset with 1.9M reactions from patents (1976-2016). Task: Predict the reactants needed to synthesize the given product. (1) Given the product [CH2:1]([O:3][C:4]([N:6]1[CH2:13][CH:12]2[CH:8]([CH2:9][C:10]3[CH:16]=[C:15]([CH3:17])[S:14][C:11]=32)[CH2:7]1)=[O:5])[CH3:2], predict the reactants needed to synthesize it. The reactants are: [CH2:1]([O:3][C:4]([N:6]1[CH2:13][CH:12]2[CH:8]([CH2:9][C:10]3[CH:16]=[C:15]([CH2:17]O)[S:14][C:11]=32)[CH2:7]1)=[O:5])[CH3:2]. (2) The reactants are: [OH:1][CH2:2][CH:3]([CH2:5][OH:6])[OH:4].O.[CH3:8]O.[CH2:10](O)[CH3:11]. Given the product [CH3:8][C:10]1([CH3:11])[O:4][CH:3]([CH2:5][OH:6])[CH2:2][O:1]1, predict the reactants needed to synthesize it. (3) Given the product [Br:1][C:2]1[CH2:6][CH:5]([C:7]2[N:14]=[N:15][NH:16][N:8]=2)[O:4][N:3]=1, predict the reactants needed to synthesize it. The reactants are: [Br:1][C:2]1[CH2:6][CH:5]([C:7]#[N:8])[O:4][N:3]=1.C1COCC1.[N-:14]=[N+:15]=[N-:16].[Na+].Cl. (4) Given the product [Cl:12][C:13]1[C:18]([C:19]2[C:24]([F:25])=[CH:23][C:22]([F:26])=[CH:21][C:20]=2[F:27])=[C:17]([NH:4][CH2:1][C:2]#[CH:3])[N:16]2[N:29]=[CH:30][N:31]=[C:15]2[N:14]=1, predict the reactants needed to synthesize it. The reactants are: [CH2:1]([NH2:4])[C:2]#[CH:3].C(N(CC)CC)C.[Cl:12][C:13]1[C:18]([C:19]2[C:24]([F:25])=[CH:23][C:22]([F:26])=[CH:21][C:20]=2[F:27])=[C:17](Cl)[N:16]2[N:29]=[CH:30][N:31]=[C:15]2[N:14]=1. (5) The reactants are: [C:1]1([C:20]2[CH:25]=[CH:24][CH:23]=[CH:22][CH:21]=2)[CH:6]=[CH:5][C:4]([CH2:7][C@H:8]([NH:12][C:13]([O:15][C:16]([CH3:19])([CH3:18])[CH3:17])=[O:14])[C:9](O)=O)=[CH:3][CH:2]=1.F[P-](F)(F)(F)(F)F.N1(O[P+](N(C)C)(N(C)C)N(C)C)C2C=CC=CC=2N=N1.CCN(C(C)C)C(C)C.[N:62]1[CH:67]=[CH:66][C:65]([NH2:68])=[C:64]([NH2:69])[CH:63]=1. Given the product [C:1]1([C:20]2[CH:25]=[CH:24][CH:23]=[CH:22][CH:21]=2)[CH:6]=[CH:5][C:4]([CH2:7][C@H:8]([NH:12][C:13](=[O:14])[O:15][C:16]([CH3:19])([CH3:18])[CH3:17])[C:9]2[NH:69][C:64]3[CH:63]=[N:62][CH:67]=[CH:66][C:65]=3[N:68]=2)=[CH:3][CH:2]=1, predict the reactants needed to synthesize it.